From a dataset of Reaction yield outcomes from USPTO patents with 853,638 reactions. Predict the reaction yield, written as a fraction of the theoretical maximum amount of product (1.0 means a 100% yield; for example, 0.34 means a 34% yield). (1) The reactants are Br[C:2]1[N:7]=[C:6]([C:8]([N:10]2[CH2:15][CH2:14][CH2:13][C:12]([CH3:17])([CH3:16])[CH2:11]2)=[O:9])[CH:5]=[CH:4][CH:3]=1.[CH3:18][O:19][C:20]1[CH:25]=[CH:24][C:23]([N:26]2[CH2:31][CH2:30][NH:29][CH2:28][CH2:27]2)=[CH:22][CH:21]=1.CC(C)([O-])C.[Na+]. The catalyst is C1(C)C=CC=CC=1.C1C=CC(/C=C/C(/C=C/C2C=CC=CC=2)=O)=CC=1.C1C=CC(/C=C/C(/C=C/C2C=CC=CC=2)=O)=CC=1.C1C=CC(/C=C/C(/C=C/C2C=CC=CC=2)=O)=CC=1.[Pd].[Pd].CC1(C)C2C(=C(P(C3C=CC=CC=3)C3C=CC=CC=3)C=CC=2)OC2C(P(C3C=CC=CC=3)C3C=CC=CC=3)=CC=CC1=2. The product is [CH3:16][C:12]1([CH3:17])[CH2:13][CH2:14][CH2:15][N:10]([C:8]([C:6]2[CH:5]=[CH:4][CH:3]=[C:2]([N:29]3[CH2:28][CH2:27][N:26]([C:23]4[CH:22]=[CH:21][C:20]([O:19][CH3:18])=[CH:25][CH:24]=4)[CH2:31][CH2:30]3)[N:7]=2)=[O:9])[CH2:11]1. The yield is 0.850. (2) The reactants are [C:1]([O:5][C:6](=[O:19])[NH:7][C:8]1[CH:13]=[CH:12][C:11]([C:14]#[N:15])=[CH:10][C:9]=1[N+:16]([O-])=O)([CH3:4])([CH3:3])[CH3:2].C(N(CC)CC)C. The catalyst is CO.C(OCC)(=O)C.[Pd]. The product is [C:1]([O:5][C:6](=[O:19])[NH:7][C:8]1[CH:13]=[CH:12][C:11]([C:14]#[N:15])=[CH:10][C:9]=1[NH2:16])([CH3:4])([CH3:2])[CH3:3]. The yield is 0.820. (3) The reactants are [Br:1][C:2]1[CH:3]=[C:4]2[C:9](=[CH:10][CH:11]=1)[NH:8][CH2:7][CH2:6][CH2:5]2.[CH2:12]([CH:14]1[CH2:16][N@@:15]1[S:17]([C:20]1[C:25]([CH3:26])=[CH:24][C:23]([CH3:27])=[CH:22][C:21]=1[CH3:28])(=[O:19])=[O:18])[CH3:13]. The catalyst is CO. The product is [Br:1][C:2]1[CH:3]=[C:4]2[C:9](=[CH:10][CH:11]=1)[N:8]([CH2:16][C@@H:14]([NH:15][S:17]([C:20]1[C:25]([CH3:26])=[CH:24][C:23]([CH3:27])=[CH:22][C:21]=1[CH3:28])(=[O:19])=[O:18])[CH2:12][CH3:13])[CH2:7][CH2:6][CH2:5]2. The yield is 0.246. (4) The reactants are [O:1]1[CH2:6][CH2:5][CH2:4][CH2:3][CH:2]1[N:7]1[C:15]2[C:10](=[CH:11][C:12]([C:16]3[N:20]=[CH:19][N:18]([C:21]([C:34]4[CH:39]=[CH:38][CH:37]=[CH:36][CH:35]=4)([C:28]4[CH:33]=[CH:32][CH:31]=[CH:30][CH:29]=4)[C:22]4[CH:27]=[CH:26][CH:25]=[CH:24][CH:23]=4)[N:17]=3)=[CH:13][CH:14]=2)[C:9]([C:40]2[CH:41]=[C:42]([CH:47]=[CH:48][CH:49]=2)[C:43](OC)=[O:44])=[N:8]1.O.[OH-].[Li+].[NH2:53][C@@H:54]1[C:62]2[C:57](=[CH:58][CH:59]=[CH:60][CH:61]=2)[CH2:56][CH2:55]1.O.ON1C2C=CC=CC=2N=N1.Cl.CN(C)CCCN=C=NCC. The catalyst is O1CCCC1.O1CCCC1.O. The product is [C@@H:54]1([NH:53][C:43]([C:42]2[CH:47]=[CH:48][CH:49]=[C:40]([C:9]3[C:10]4[C:15](=[CH:14][CH:13]=[C:12]([C:16]5[N:20]=[CH:19][N:18]([C:21]([C:28]6[CH:29]=[CH:30][CH:31]=[CH:32][CH:33]=6)([C:34]6[CH:39]=[CH:38][CH:37]=[CH:36][CH:35]=6)[C:22]6[CH:27]=[CH:26][CH:25]=[CH:24][CH:23]=6)[N:17]=5)[CH:11]=4)[N:7]([CH:2]4[CH2:3][CH2:4][CH2:5][CH2:6][O:1]4)[N:8]=3)[CH:41]=2)=[O:44])[C:62]2[C:57](=[CH:58][CH:59]=[CH:60][CH:61]=2)[CH2:56][CH2:55]1. The yield is 0.600. (5) The reactants are C(O[C:6]([N:8]1[CH2:13][CH2:12][C@@H:11]([OH:14])[C@@H:10]([F:15])[CH2:9]1)=O)(C)(C)C.ClC1[N:22]=[C:21]([NH2:23])[CH:20]=[CH:19][N:18]=1.C(N(CC)CC)C. The yield is 0.780. The product is [NH2:23][C:21]1[CH:20]=[CH:19][N:18]=[C:6]([N:8]2[CH2:13][CH2:12][C@@H:11]([OH:14])[C@@H:10]([F:15])[CH2:9]2)[N:22]=1. The catalyst is Cl.O1CCOCC1. (6) The reactants are CN(C(ON1N=NC2C=CC=NC1=2)=[N+](C)C)C.F[P-](F)(F)(F)(F)F.C(N(CC)C(C)C)(C)C.[CH3:34][C:35]1[CH:40]=[C:39]([CH3:41])[CH:38]=[C:37]([CH3:42])[C:36]=1[NH:43][C:44]([NH:46][C:47]1[C:48]([C:57](O)=[O:58])=[CH:49][C:50]2[C:55]([CH:56]=1)=[CH:54][CH:53]=[CH:52][CH:51]=2)=[O:45].Cl.[NH2:61][CH2:62][CH2:63][C:64]([O:66][CH3:67])=[O:65].C([O-])(O)=O.[Na+]. The catalyst is CN(C=O)C. The product is [CH3:34][C:35]1[CH:40]=[C:39]([CH3:41])[CH:38]=[C:37]([CH3:42])[C:36]=1[NH:43][C:44]([NH:46][C:47]1[C:48]([C:57]([NH:61][CH2:62][CH2:63][C:64]([O:66][CH3:67])=[O:65])=[O:58])=[CH:49][C:50]2[C:55]([CH:56]=1)=[CH:54][CH:53]=[CH:52][CH:51]=2)=[O:45]. The yield is 0.720. (7) The yield is 0.975. The reactants are CC(C)([O-])C.[K+].[CH2:7]([OH:10])[CH2:8][OH:9].[Cl:11][C:12]1[CH:19]=[CH:18][CH:17]=[C:16]([Cl:20])[C:13]=1[CH2:14]Br. The catalyst is O. The product is [Cl:11][C:12]1[CH:19]=[CH:18][CH:17]=[C:16]([Cl:20])[C:13]=1[CH2:14][O:9][CH2:8][CH2:7][OH:10]. (8) The reactants are [CH3:1][C:2]1([CH3:39])[CH2:10][C:9]2[N:8]([CH2:11][O:12][CH2:13][CH2:14][Si:15]([CH3:18])([CH3:17])[CH3:16])[N:7]=[C:6]([C:19]3[N:20]([CH2:31][O:32][CH2:33][CH2:34][Si:35]([CH3:38])([CH3:37])[CH3:36])[C:21]4[C:26]([CH:27]=3)=[CH:25][CH:24]=[C:23](C(O)=O)[CH:22]=4)[C:5]=2[CH2:4][CH2:3]1.C([N:42]([CH2:45]C)CC)C.[CH2:47]([OH:54])[C:48]1[CH:53]=[CH:52][CH:51]=[CH:50][CH:49]=1.C1(P(N=[N+]=[N-])(C2C=CC=CC=2)=[O:62])C=CC=CC=1. The catalyst is C1(C)C=CC=CC=1.O. The product is [CH3:1][C:2]1([CH3:39])[CH2:10][C:9]2[N:8]([CH2:11][O:12][CH2:13][CH2:14][Si:15]([CH3:17])([CH3:16])[CH3:18])[N:7]=[C:6]([C:19]3[N:20]([CH2:31][O:32][CH2:33][CH2:34][Si:35]([CH3:37])([CH3:38])[CH3:36])[C:21]4[C:26]([CH:27]=3)=[CH:25][CH:24]=[C:23]([NH:42][C:45](=[O:62])[O:54][CH2:47][C:48]3[CH:53]=[CH:52][CH:51]=[CH:50][CH:49]=3)[CH:22]=4)[C:5]=2[CH2:4][CH2:3]1. The yield is 0.910.